Dataset: Reaction yield outcomes from USPTO patents with 853,638 reactions. Task: Predict the reaction yield, written as a fraction of the theoretical maximum amount of product (1.0 means a 100% yield; for example, 0.34 means a 34% yield). (1) The reactants are [C:1]([C:5]1[O:9][N:8]=[C:7]([NH:10][C:11]([NH:13][C:14]2[CH:19]=[CH:18][CH:17]=[C:16]([OH:20])[CH:15]=2)=[O:12])[CH:6]=1)([CH3:4])([CH3:3])[CH3:2].Cl[C:22]1[C:31]2[C:26](=[CH:27][C:28]([O:34][CH2:35][CH2:36][O:37][CH3:38])=[C:29]([O:32][CH3:33])[CH:30]=2)[N:25]=[CH:24][N:23]=1.C([O-])([O-])=O.[Cs+].[Cs+]. The catalyst is C(O)(C)C. The product is [C:1]([C:5]1[O:9][N:8]=[C:7]([NH:10][C:11]([NH:13][C:14]2[CH:19]=[CH:18][CH:17]=[C:16]([O:20][C:22]3[C:31]4[C:26](=[CH:27][C:28]([O:34][CH2:35][CH2:36][O:37][CH3:38])=[C:29]([O:32][CH3:33])[CH:30]=4)[N:25]=[CH:24][N:23]=3)[CH:15]=2)=[O:12])[CH:6]=1)([CH3:4])([CH3:2])[CH3:3]. The yield is 0.683. (2) The reactants are Br[C:2]1[C:3]([N:9]2[CH2:14][CH2:13][O:12][CH2:11][CH:10]2[C:15]([NH:17][C@@H:18]([C:20]2[CH:25]=[CH:24][C:23]([Cl:26])=[CH:22][CH:21]=2)[CH3:19])=[O:16])=[N:4][C:5]([Cl:8])=[N:6][CH:7]=1.CC1(C)C2C(=C(P(C3C=CC=CC=3)C3C=CC=CC=3)C=CC=2)OC2C(P(C3C=CC=CC=3)C3C=CC=CC=3)=CC=CC1=2.[O-]P([O-])([O-])=O.[K+].[K+].[K+]. The catalyst is O1CCOCC1.C(O)(C)(C)C.C(OCC)(=O)C.C([O-])(=O)C.[Pd+2].C([O-])(=O)C. The product is [Cl:8][C:5]1[N:6]=[CH:7][C:2]2[N:17]([C@@H:18]([C:20]3[CH:25]=[CH:24][C:23]([Cl:26])=[CH:22][CH:21]=3)[CH3:19])[C:15](=[O:16])[CH:10]3[CH2:11][O:12][CH2:13][CH2:14][N:9]3[C:3]=2[N:4]=1. The yield is 0.120.